From a dataset of NCI-60 drug combinations with 297,098 pairs across 59 cell lines. Regression. Given two drug SMILES strings and cell line genomic features, predict the synergy score measuring deviation from expected non-interaction effect. (1) Drug 2: C1=CN(C=N1)CC(O)(P(=O)(O)O)P(=O)(O)O. Synergy scores: CSS=7.84, Synergy_ZIP=-2.19, Synergy_Bliss=-5.80, Synergy_Loewe=-3.97, Synergy_HSA=-8.57. Drug 1: COC1=NC(=NC2=C1N=CN2C3C(C(C(O3)CO)O)O)N. Cell line: SK-MEL-5. (2) Drug 1: C1=CC(=CC=C1CC(C(=O)O)N)N(CCCl)CCCl.Cl. Drug 2: CN1C2=C(C=C(C=C2)N(CCCl)CCCl)N=C1CCCC(=O)O.Cl. Cell line: SW-620. Synergy scores: CSS=5.74, Synergy_ZIP=-6.09, Synergy_Bliss=-5.01, Synergy_Loewe=-16.7, Synergy_HSA=-8.56. (3) Drug 1: CN(CC1=CN=C2C(=N1)C(=NC(=N2)N)N)C3=CC=C(C=C3)C(=O)NC(CCC(=O)O)C(=O)O. Drug 2: CC1=C(C(=O)C2=C(C1=O)N3CC4C(C3(C2COC(=O)N)OC)N4)N. Cell line: EKVX. Synergy scores: CSS=10.5, Synergy_ZIP=-11.6, Synergy_Bliss=-12.3, Synergy_Loewe=-10.9, Synergy_HSA=-11.7. (4) Synergy scores: CSS=32.4, Synergy_ZIP=5.60, Synergy_Bliss=6.21, Synergy_Loewe=-17.0, Synergy_HSA=4.97. Drug 1: C1=C(C(=O)NC(=O)N1)N(CCCl)CCCl. Drug 2: COC1=NC(=NC2=C1N=CN2C3C(C(C(O3)CO)O)O)N. Cell line: HCT116.